Dataset: Catalyst prediction with 721,799 reactions and 888 catalyst types from USPTO. Task: Predict which catalyst facilitates the given reaction. Reactant: Cl.[CH:2]1([NH:5][C:6]([C:8]2[CH:9]=[CH:10][C:11]([CH3:33])=[C:12]([NH:14][C:15](=[O:32])[C:16]3[CH:21]=[C:20]([O:22][CH2:23][C@@H:24]4[CH2:28][CH2:27][CH2:26][NH:25]4)[CH:19]=[CH:18][C:17]=3[N+:29]([O-])=O)[CH:13]=2)=[O:7])[CH2:4][CH2:3]1.[CH3:34]O. Product: [CH:2]1([NH:5][C:6](=[O:7])[C:8]2[CH:9]=[CH:10][C:11]([CH3:33])=[C:12]([N:14]3[C:15](=[O:32])[C:16]4[C:17](=[CH:18][CH:19]=[C:20]([O:22][CH2:23][C@@H:24]5[CH2:28][CH2:27][CH2:26][NH:25]5)[CH:21]=4)[N:29]=[CH:34]3)[CH:13]=2)[CH2:4][CH2:3]1. The catalyst class is: 63.